This data is from Full USPTO retrosynthesis dataset with 1.9M reactions from patents (1976-2016). The task is: Predict the reactants needed to synthesize the given product. (1) Given the product [F:32][C:33]([F:38])([CH3:37])[C:34]([N:20]1[CH2:19][CH2:18][CH:17]([C@H:15]([N:3]2[C:4]3[C:9](=[CH:8][CH:7]=[CH:6][CH:5]=3)[C:10]([C:11]([O:13][CH3:14])=[O:12])=[C:2]2[CH3:1])[CH3:16])[CH2:22][CH2:21]1)=[O:35], predict the reactants needed to synthesize it. The reactants are: [CH3:1][C:2]1[N:3]([C@@H:15]([CH:17]2[CH2:22][CH2:21][NH:20][CH2:19][CH2:18]2)[CH3:16])[C:4]2[C:9]([C:10]=1[C:11]([O:13][CH3:14])=[O:12])=[CH:8][CH:7]=[CH:6][CH:5]=2.C(N(C(C)C)C(C)C)C.[F:32][C:33]([F:38])([CH3:37])[C:34](Cl)=[O:35]. (2) Given the product [NH:17]([C:2]1[N:7]=[N:6][C:5]2[C:8]3[CH:16]=[CH:15][CH:14]=[CH:13][C:9]=3[CH2:10][CH2:11][CH2:12][C:4]=2[CH:3]=1)[NH2:18], predict the reactants needed to synthesize it. The reactants are: Cl[C:2]1[N:7]=[N:6][C:5]2[C:8]3[CH:16]=[CH:15][CH:14]=[CH:13][C:9]=3[CH2:10][CH2:11][CH2:12][C:4]=2[CH:3]=1.[NH2:17][NH2:18]. (3) The reactants are: [OH:1][C:2]1[CH:3]=[C:4]([CH:8]=[CH:9][C:10]=1[I:11])[C:5]([OH:7])=O.C(Cl)(=O)C(Cl)=O.[CH2:18]([NH:20][CH2:21][CH3:22])[CH3:19]. Given the product [CH2:18]([N:20]([CH2:21][CH3:22])[C:5](=[O:7])[C:4]1[CH:8]=[CH:9][C:10]([I:11])=[C:2]([OH:1])[CH:3]=1)[CH3:19], predict the reactants needed to synthesize it. (4) Given the product [C:26]([O:25][C:23]([N:21]1[CH:22]=[C:18]([C:9]2[N:10]([C:11]([O:13][C:14]([CH3:16])([CH3:15])[CH3:17])=[O:12])[C:4]3[CH:3]=[C:2]([NH:36][C:35]4[CH:37]=[CH:38][C:32]([O:31][CH3:30])=[CH:33][CH:34]=4)[N:7]=[CH:6][C:5]=3[CH:8]=2)[CH:19]=[N:20]1)=[O:24])([CH3:27])([CH3:29])[CH3:28], predict the reactants needed to synthesize it. The reactants are: Br[C:2]1[N:7]=[CH:6][C:5]2[CH:8]=[C:9]([C:18]3[CH:19]=[N:20][N:21]([C:23]([O:25][C:26]([CH3:29])([CH3:28])[CH3:27])=[O:24])[CH:22]=3)[N:10]([C:11]([O:13][C:14]([CH3:17])([CH3:16])[CH3:15])=[O:12])[C:4]=2[CH:3]=1.[CH3:30][O:31][C:32]1[CH:38]=[CH:37][C:35]([NH2:36])=[CH:34][CH:33]=1.C(=O)([O-])[O-].[Cs+].[Cs+].CC1(C)C2C(=C(P(C3C=CC=CC=3)C3C=CC=CC=3)C=CC=2)OC2C(P(C3C=CC=CC=3)C3C=CC=CC=3)=CC=CC1=2. (5) Given the product [F:8][C:7]1[CH:6]=[CH:5][C:4]([C:9](=[O:12])[CH2:10][CH3:11])=[CH:3][C:2]=1[B:21]1[O:22][C:23]([CH3:25])([CH3:24])[C:19]([CH3:35])([CH3:18])[O:20]1, predict the reactants needed to synthesize it. The reactants are: Br[C:2]1[CH:3]=[C:4]([C:9](=[O:12])[CH2:10][CH3:11])[CH:5]=[CH:6][C:7]=1[F:8].C([O-])(=O)C.[K+].[CH3:18][C:19]1([CH3:35])[C:23]([CH3:25])([CH3:24])[O:22][B:21]([B:21]2[O:22][C:23]([CH3:25])([CH3:24])[C:19]([CH3:35])([CH3:18])[O:20]2)[O:20]1.C(Cl)Cl.